Dataset: Forward reaction prediction with 1.9M reactions from USPTO patents (1976-2016). Task: Predict the product of the given reaction. Given the reactants Cl[C:2]1[CH:7]=[C:6]([CH2:8][NH:9][C:10]2[N:11]=[CH:12][S:13][C:14]=2[C:15]([NH:17][C:18]2[CH:28]=[CH:27][C:21]3[O:22][C:23]([F:26])([F:25])[O:24][C:20]=3[CH:19]=2)=[O:16])[CH:5]=[CH:4][N:3]=1.[NH2:29][CH2:30][CH2:31][OH:32], predict the reaction product. The product is: [F:25][C:23]1([F:26])[O:22][C:21]2[CH:27]=[CH:28][C:18]([NH:17][C:15]([C:14]3[S:13][CH:12]=[N:11][C:10]=3[NH:9][CH2:8][C:6]3[CH:5]=[CH:4][N:3]=[C:2]([NH:29][CH2:30][CH2:31][OH:32])[CH:7]=3)=[O:16])=[CH:19][C:20]=2[O:24]1.